Dataset: Forward reaction prediction with 1.9M reactions from USPTO patents (1976-2016). Task: Predict the product of the given reaction. (1) Given the reactants [N+:1]([C:4]1[C:9]([O:10][CH2:11][C:12]([F:15])([F:14])[F:13])=[CH:8][CH:7]=[CH:6][C:5]=1[CH3:16])([O-])=O, predict the reaction product. The product is: [NH2:1][C:4]1[C:9]([O:10][CH2:11][C:12]([F:13])([F:14])[F:15])=[CH:8][CH:7]=[CH:6][C:5]=1[CH3:16]. (2) Given the reactants [N:1]1([C:7]([N:9]2[CH2:14][CH:13]([C:15]3[CH:20]=[CH:19][C:18]([O:21][C:22]([F:25])([F:24])[F:23])=[CH:17][CH:16]=3)[CH2:12][CH:11]([C:26](O)=[O:27])[CH2:10]2)=[O:8])[CH2:6][CH2:5][O:4][CH2:3][CH2:2]1.O[N:30]=[C:31]([CH:33]1[CH2:35][CH2:34]1)[NH2:32], predict the reaction product. The product is: [CH:33]1([C:31]2[N:32]=[C:26]([CH:11]3[CH2:12][CH:13]([C:15]4[CH:20]=[CH:19][C:18]([O:21][C:22]([F:24])([F:25])[F:23])=[CH:17][CH:16]=4)[CH2:14][N:9]([C:7]([N:1]4[CH2:6][CH2:5][O:4][CH2:3][CH2:2]4)=[O:8])[CH2:10]3)[O:27][N:30]=2)[CH2:35][CH2:34]1.